Dataset: Retrosynthesis with 50K atom-mapped reactions and 10 reaction types from USPTO. Task: Predict the reactants needed to synthesize the given product. (1) Given the product COCC[C@H]1CN(Cc2ccccc2)CCN1C(=O)OC(C)(C)C, predict the reactants needed to synthesize it. The reactants are: CC(C)(C)OC(=O)N1CCN(Cc2ccccc2)C[C@@H]1CCO.CI. (2) The reactants are: CCOC(=O)CCCCCC(=O)Cl.O=c1c2ccccc2nc2[nH]c3ccccc3n12. Given the product CCOC(=O)CCCCCC(=O)n1c2ccccc2n2c(=O)c3ccccc3nc12, predict the reactants needed to synthesize it. (3) Given the product CC(C)Cc1nc(N)cc(N)c1C#N, predict the reactants needed to synthesize it. The reactants are: CC(C)C[Zn+].N#Cc1c(N)cc(N)nc1Br. (4) The reactants are: C1CCNC1.CS(=O)(=O)OC1CCN(c2ccc([N+](=O)[O-])cc2)C1. Given the product O=[N+]([O-])c1ccc(N2CCC(N3CCCC3)C2)cc1, predict the reactants needed to synthesize it. (5) Given the product CC1(C)CC(N=[N+]=[N-])C(=O)Nc2cc([N+](=O)[O-])ccc21, predict the reactants needed to synthesize it. The reactants are: CC1(C)CC(I)C(=O)Nc2cc([N+](=O)[O-])ccc21.[N-]=[N+]=[N-]. (6) The reactants are: CN(C)c1nc2nc3c(c(Cl)n2n1)SCCC3.NCCN1CCOCC1. Given the product CN(C)c1nc2nc3c(c(NCCN4CCOCC4)n2n1)SCCC3, predict the reactants needed to synthesize it.